Regression. Given a target protein amino acid sequence and a drug SMILES string, predict the binding affinity score between them. We predict pIC50 (pIC50 = -log10(IC50 in M); higher means more potent). Dataset: bindingdb_ic50. From a dataset of Drug-target binding data from BindingDB using IC50 measurements. (1) The pIC50 is 7.5. The target protein (Q09470) has sequence MTVMSGENVDEASAAPGHPQDGSYPRQADHDDHECCERVVINISGLRFETQLKTLAQFPNTLLGNPKKRMRYFDPLRNEYFFDRNRPSFDAILYYYQSGGRLRRPVNVPLDMFSEEIKFYELGEEAMEKFREDEGFIKEEERPLPEKEYQRQVWLLFEYPESSGPARVIAIVSVMVILISIVIFCLETLPELKDDKDFTGTVHRIDNTTVIYNSNIFTDPFFIVETLCIIWFSFELVVRFFACPSKTDFFKNIMNFIDIVAIIPYFITLGTEIAEQEGNQKGEQATSLAILRVIRLVRVFRIFKLSRHSKGLQILGQTLKASMRELGLLIFFLFIGVILFSSAVYFAEAEEAESHFSSIPDAFWWAVVSMTTVGYGDMYPVTIGGKIVGSLCAIAGVLTIALPVPVIVSNFNYFYHRETEGEEQAQLLHVSSPNLASDSDLSRRSSSTMSKSEYMEIEEDMNNSIAHYRQVNIRTANCTTANQNCVNKSKLLTDV. The drug is CC[C@H](C)[C@@H]1NC(=O)[C@@H](NC(=O)[C@H](CO)NC(=O)[C@@H](N)CCCNC(=N)N)CSSC[C@@H](C(=O)O)NC(=O)[C@H]([C@@H](C)O)NC(=O)CNC(=O)[C@@H]2CSSC[C@@H]3NC(=O)[C@H](CCC(N)=O)NC(=O)[C@H](Cc4ccccc4)NC(=O)[C@H](C)NC(=O)[C@H]([C@@H](C)O)NC(=O)[C@H](CSSC[C@H](NC(=O)[C@H](Cc4ccccc4)NC(=O)[C@H](CO)NC(=O)[C@H](CC(C)C)NC(=O)[C@H](CCCNC(=N)N)NC(=O)[C@H](Cc4ccc(O)cc4)NC(=O)[C@H](CCCCN)NC(=O)[C@H](CCCNC(=N)N)NC(=O)[C@H](CO)NC(=O)[C@H](Cc4cnc[nH]4)NC(=O)[C@H](CCCCN)NC3=O)C(=O)N[C@@H](CCCNC(=N)N)C(=O)N[C@@H](CCCCN)C(=O)N[C@@H]([C@@H](C)O)C(=O)N2)NC(=O)[C@H](CCCNC(=N)N)NC(=O)[C@H](CO)NC(=O)[C@H](CCCCN)NC(=O)[C@@H]2CCCN2C(=O)[C@H]([C@@H](C)CC)NC(=O)[C@H]([C@@H](C)O)NC(=O)[C@H](CC(=O)O)NC1=O. (2) The pIC50 is 5.5. The target protein (P07147) has sequence MKSYNVLPLAYISLFLMLFYQVWAQFPRECANIEALRRGVCCPDLLPSSGPGTDPCGSSSGRGRCVAVIADSRPHSRHYPHDGKDDREAWPLRFFNRTCQCNDNFSGHNCGTCRPGWRGAACNQKILTVRRNLLDLSPEEKSHFVRALDMAKRTTHPQFVIATRRLEDILGPDGNTPQFENISVYNYFVWTHYYSVKKTFLGTGQESFGDVDFSHEGPAFLTWHRYHLLQLERDMQEMLQEPSFSLPYWNFATGKNVCDVCTDDLMGSRSNFDSTLISPNSVFSQWRVVCESLEEYDTLGTLCNSTEGGPIRRNPAGNVGRPAVQRLPEPQDVTQCLEVRVFDTPPFYSNSTDSFRNTVEGYSAPTGKYDPAVRSLHNLAHLFLNGTGGQTHLSPNDPIFVLLHTFTDAVFDEWLRRYNADISTFPLENAPIGHNRQYNMVPFWPPVTNTEMFVTAPDNLGYAYEVQWPGQEFTVSEIITIAVVAALLLVAAIFGVASCL.... The compound is CCCCc1ccc(O)cc1O. (3) The small molecule is C[C@@H]1C[C@@]2(N=C(N)CS2)C2(O[Si](C)(C)C)O[C@@H]3C[C@@]4(CO[Si](C)(C)C)[C@@H](CC[C@@H]5[C@@H]4CC[C@]4(C)[C@@H](C6=CC(=O)OC6)CC[C@]54CO)C[C@H]3O[C@@H]2O1. The target protein (P05024) has sequence MGKGVGRDKYEPAAVSEHGDKKKAKKERDMDELKKEVSMDDHKLSLDELHRKYGTDLSRGLTPARAAEILARDGPNALTPPPTTPEWVKFCRQLFGGFSMLLWIGAILCFLAYGIQAATEEEPQNDNLYLGVVLSAVVIITGCFSYYQEAKSSKIMESFKNMVPQQALVIRNGEKMSINAEEVVVGDLVEVKGGDRIPADLRIISANGCKVDNSSLTGESEPQTRSPDFTNENPLETRNIAFFSTNCVEGTARGIVVYTGDRTVMGRIATLASGLEGGQTPIAAEIEHFIHIITGVAVFLGVSFFILSLILEYTWLEAVIFLIGIIVANVPEGLLATVTVCLTLTAKRMARKNCLVKNLEAVETLGSTSTICSDKTGTLTQNRMTVAHMWSDNQIHEADTTENQSGVSFDKTSATWLALSRIAGLCNRAVFQANQENLPILKRAVAGDASESALLKCIELCCGSVKEMRERYTKIVEIPFNSTNKYQLSIHKNPNTAEPR.... The pIC50 is 5.4. (4) The small molecule is CCCCCCOc1ccc(C(=O)NCCC(C)(C)C)cc1. The target protein (O70344) has sequence MAAASSPPRTERKRGGWGRLLGSRRGSASLAKKCPFSLELAEGGPAGGTLYAPVAPPGALSPGSPAPPASPAAPPAGLELGPRPPVSLDPRVSIYSARRPLLARTHIQGRVYNFLERPTGWKCFVYHFAVFLIVLACLIFSVLSTIEQYAALATGTLFWMEIVLVVFFGTEYVVRLWSAGCRSKYVGIWGRLRFARKPISIIDLIVVVASMVVLCVGSKGQVFATSAIRGIRFLQILRMLHVDRQGGTWRLLGSVVFIHRQELITTLYIGFLGLIFSSYFVYLAEKDAVNESGRVEFGSYADALWWGVVTVTTIGYGDKVPQTWVGKTIASCFSVFAISFFALPAGILGSGFALKVQQKQRQKHFNRQIPAAASLIQTAWRCYAAENPDSSTWKIYVRKPARSHTLLSPSPKPKKSAMVRKKKFKPDKDNGVSPGEKMLTVPHITCDPPEERRPDHFSVDGYDSSVRKSPTLLEVSPTHFMRTNSFAEDLDLEGETLLTP.... The pIC50 is 6.6. (5) The compound is COc1ccc2c(c1)C(=O)C(=O)C1=C2OC(C)C1(C)C. The target protein (P16435) has sequence MGDSHVDTSSTVSEAVAEEVSLFSMTDMILFSLIVGLLTYWFLFRKKKEEVPEFTKIQTLTSSVRESSFVEKMKKTGRNIIVFYGSQTGTAEEFANRLSKDAHRYGMRGMSADPEEYDLADLSSLPEIDNALVVFCMATYGEGDPTDNAQDFYDWLQETDVDLSGVKFAVFGLGNKTYEHFNAMGKYVDKRLEQLGAQRIFELGLGDDDGNLEEDFITWREQFWPAVCEHFGVEATGEESSIRQYELVVHTDIDAAKVYMGEMGRLKSYENQKPPFDAKNPFLAAVTTNRKLNQGTERHLMHLELDISDSKIRYESGDHVAVYPANDSALVNQLGKILGADLDVVMSLNNLDEESNKKHPFPCPTSYRTALTYYLDITNPPRTNVLYELAQYASEPSEQELLRKMASSSGEGKELYLSWVVEARRHILAILQDCPSLRPPIDHLCELLPRLQARYYSIASSSKVHPNSVHICAVVVEYETKAGRINKGVATNWLRAKEPA.... The pIC50 is 4.5. (6) The small molecule is CN(C)CCCn1c(NC(=O)c2ccc3cc4n(c3c2)C(C)(C)CNC4=O)nc2ccccc21. The target protein (Q15349) has sequence MDLSMKKFAVRRFFSVYLRRKSRSKSSSLSRLEEEGVVKEIDISHHVKEGFEKADPSQFELLKVLGQGSYGKVFLVRKVKGSDAGQLYAMKVLKKATLKVRDRVRSKMERDILAEVNHPFIVKLHYAFQTEGKLYLILDFLRGGDLFTRLSKEVMFTEEDVKFYLAELALALDHLHSLGIIYRDLKPENILLDEEGHIKITDFGLSKEAIDHDKRAYSFCGTIEYMAPEVVNRRGHTQSADWWSFGVLMFEMLTGSLPFQGKDRKETMALILKAKLGMPQFLSGEAQSLLRALFKRNPCNRLGAGIDGVEEIKRHPFFVTIDWNTLYRKEIKPPFKPAVGRPEDTFHFDPEFTARTPTDSPGVPPSANAHHLFRGFSFVASSLIQEPSQQDLHKVPVHPIVQQLHGNNIHFTDGYEIKEDIGVGSYSVCKRCVHKATDTEYAVKIIDKSKRDPSEEIEILLRYGQHPNIITLKDVYDDGKFVYLVMELMRGGELLDRILR.... The pIC50 is 9.3.